From a dataset of Catalyst prediction with 721,799 reactions and 888 catalyst types from USPTO. Predict which catalyst facilitates the given reaction. (1) Reactant: [H-].[Al+3].[Li+].[H-].[H-].[H-].[Br:7][C:8]1[CH:9]=[N:10][C:11]([N:20]2[CH2:24][CH2:23][CH2:22][CH2:21]2)=[C:12]([CH:19]=1)[C:13](N(OC)C)=[O:14].[OH-].[Na+].S([O-])([O-])(=O)=O.[Mg+2]. Product: [Br:7][C:8]1[CH:9]=[N:10][C:11]([N:20]2[CH2:24][CH2:23][CH2:22][CH2:21]2)=[C:12]([CH:19]=1)[CH:13]=[O:14]. The catalyst class is: 30. (2) Reactant: [CH2:1]([O:8][CH2:9][CH2:10][C@H:11]1[CH2:14][C@@H:13]([CH2:15][N:16]2[CH2:21][CH2:20][N:19]([C:22]3[CH:27]=[CH:26][CH:25]=[CH:24][CH:23]=3)[CH2:18][CH2:17]2)[C:12]1([CH3:29])[CH3:28])[C:2]1[CH:7]=[CH:6][CH:5]=[CH:4][CH:3]=1.O.O.[C:32]([OH:37])(=[O:36])[C:33]([OH:35])=[O:34]. Product: [C:32]([OH:37])(=[O:36])[C:33]([OH:35])=[O:34].[CH2:1]([O:8][CH2:9][CH2:10][C@H:11]1[CH2:14][C@@H:13]([CH2:15][N:16]2[CH2:21][CH2:20][N:19]([C:22]3[CH:27]=[CH:26][CH:25]=[CH:24][CH:23]=3)[CH2:18][CH2:17]2)[C:12]1([CH3:29])[CH3:28])[C:2]1[CH:7]=[CH:6][CH:5]=[CH:4][CH:3]=1. The catalyst class is: 14.